Dataset: Reaction yield outcomes from USPTO patents with 853,638 reactions. Task: Predict the reaction yield, written as a fraction of the theoretical maximum amount of product (1.0 means a 100% yield; for example, 0.34 means a 34% yield). The reactants are [H-].[Na+].N[C:4]1C=CC=CC=1.[CH3:10][C:11]1[CH2:15][C:14]([CH3:16])=[C:13]([CH3:17])[C:12]=1[CH3:18].ClC[SiH:21]([C:30]1[CH:35]=[C:34]([CH3:36])[CH:33]=[C:32]([CH3:37])[CH:31]=1)[C:22]1[CH:27]=[C:26]([CH3:28])[CH:25]=[C:24]([CH3:29])[CH:23]=1.C(=O)([O-])[O-].[Na+].[Na+]. The catalyst is O1CCCC1.C1(C)C=CC=CC=1. The product is [CH3:18][C:12]1[C:11]([SiH:21]([C:30]2[CH:31]=[C:32]([CH3:37])[CH:33]=[C:34]([CH3:36])[CH:35]=2)[C:22]2[CH:23]=[C:24]([CH3:29])[CH:25]=[C:26]([CH3:28])[CH:27]=2)([CH3:10])[C:15]([CH3:4])=[C:14]([CH3:16])[C:13]=1[CH3:17]. The yield is 0.746.